Predict the reactants needed to synthesize the given product. From a dataset of Full USPTO retrosynthesis dataset with 1.9M reactions from patents (1976-2016). (1) Given the product [C:1]([O:5][C:6](=[O:27])[NH:7][C:8]1[CH2:9][O:10][CH2:11][C:12]([C:17]2[CH:22]=[C:21]([NH2:23])[CH:20]=[CH:19][C:18]=2[F:26])([CH:14]([F:16])[F:15])[N:13]=1)([CH3:4])([CH3:2])[CH3:3], predict the reactants needed to synthesize it. The reactants are: [C:1]([O:5][C:6](=[O:27])[NH:7][C:8]1[CH2:9][O:10][CH2:11][C:12]([C:17]2[CH:22]=[C:21]([N:23]=[N+]=[N-])[CH:20]=[CH:19][C:18]=2[F:26])([CH:14]([F:16])[F:15])[N:13]=1)([CH3:4])([CH3:3])[CH3:2]. (2) Given the product [CH2:3]([O:6][CH2:8][C:9]([O:11][CH3:12])=[O:10])[C:4]#[CH:5], predict the reactants needed to synthesize it. The reactants are: [H-].[Na+].[CH2:3]([OH:6])[C:4]#[CH:5].Br[CH2:8][C:9]([O:11][CH3:12])=[O:10].Cl. (3) Given the product [Br:1][C:2]1[CH:3]=[C:4]([CH3:27])[C:5]([O:8][C:9]2[CH:14]=[C:13]([O:15][CH2:16][CH2:17][O:18][CH3:19])[CH:12]=[CH:11][C:10]=2/[CH:20]=[CH:21]/[C:22]([OH:24])=[O:23])=[N:6][CH:7]=1, predict the reactants needed to synthesize it. The reactants are: [Br:1][C:2]1[CH:3]=[C:4]([CH3:27])[C:5]([O:8][C:9]2[CH:14]=[C:13]([O:15][CH2:16][CH2:17][O:18][CH3:19])[CH:12]=[CH:11][C:10]=2/[CH:20]=[CH:21]/[C:22]([O:24]CC)=[O:23])=[N:6][CH:7]=1.[OH-].[Na+]. (4) Given the product [OH:8][C@@H:9]1[C@@:14]([CH2:21][O:22][S:23]([CH3:26])(=[O:25])=[O:24])([C:15]2[CH:20]=[CH:19][CH:18]=[CH:17][N:16]=2)[CH2:13][CH2:12][N:11]([C:27]([O:29][C:30]([CH3:33])([CH3:32])[CH3:31])=[O:28])[CH2:10]1, predict the reactants needed to synthesize it. The reactants are: C([O:8][CH:9]1[C:14]([CH2:21][O:22][S:23]([CH3:26])(=[O:25])=[O:24])([C:15]2[CH:20]=[CH:19][CH:18]=[CH:17][N:16]=2)[CH2:13][CH2:12][N:11]([C:27]([O:29][C:30]([CH3:33])([CH3:32])[CH3:31])=[O:28])[CH2:10]1)C1C=CC=CC=1.C([O-])=O.[NH4+]. (5) The reactants are: [CH3:1][C:2]1[C:6]([C:7]2[CH:16]=[C:15]3[C:10]([C:11]([NH:18][CH2:19][CH:20]4[CH2:25][CH2:24][O:23][CH2:22][CH2:21]4)=[C:12]([NH2:17])[CH:13]=[N:14]3)=[CH:9][C:8]=2[O:26][CH3:27])=[C:5]([CH3:28])[O:4][N:3]=1.[N:29]([CH2:32][CH2:33][O:34][CH3:35])=[C:30]=S. Given the product [CH3:1][C:2]1[C:6]([C:7]2[C:8]([O:26][CH3:27])=[CH:9][C:10]3[C:11]4[N:18]([CH2:19][CH:20]5[CH2:21][CH2:22][O:23][CH2:24][CH2:25]5)[C:30]([NH:29][CH2:32][CH2:33][O:34][CH3:35])=[N:17][C:12]=4[CH:13]=[N:14][C:15]=3[CH:16]=2)=[C:5]([CH3:28])[O:4][N:3]=1, predict the reactants needed to synthesize it. (6) Given the product [CH3:33][C:28]1[CH:27]=[C:26]([C:19]2([C:34]3[CH:39]=[CH:38][CH:37]=[C:36]([OH:40])[CH:35]=3)[C:20]3[C:21](=[N:22][CH:23]=[CH:24][CH:25]=3)[C:17]([NH:16][C:9](=[O:10])[O:11][C:12]([CH3:13])([CH3:14])[CH3:15])=[N:18]2)[CH:31]=[C:30]([CH3:32])[N:29]=1, predict the reactants needed to synthesize it. The reactants are: [C:9](O[C:9]([O:11][C:12]([CH3:15])([CH3:14])[CH3:13])=[O:10])([O:11][C:12]([CH3:15])([CH3:14])[CH3:13])=[O:10].[NH2:16][C:17]1[C:21]2=[N:22][CH:23]=[CH:24][CH:25]=[C:20]2[C:19]([C:34]2[CH:35]=[C:36]([OH:40])[CH:37]=[CH:38][CH:39]=2)([C:26]2[CH:31]=[C:30]([CH3:32])[N:29]=[C:28]([CH3:33])[CH:27]=2)[N:18]=1.O.CCOC(C)=O. (7) Given the product [Br:35][C:36]1[CH:41]=[CH:40][C:39]([CH2:42][C:11]([C:8]2[CH:9]=[CH:10][C:5]3[O:4][C:3](=[O:14])[N:2]([CH3:1])[C:6]=3[CH:7]=2)=[O:13])=[C:38]([Cl:44])[CH:37]=1, predict the reactants needed to synthesize it. The reactants are: [CH3:1][N:2]1[C:6]2[CH:7]=[C:8]([C:11]([OH:13])=O)[CH:9]=[CH:10][C:5]=2[O:4][C:3]1=[O:14].C(Cl)(=O)C(Cl)=O.CN1C2C=C(C(Cl)=O)C=CC=2OC1=O.[Br:35][C:36]1[CH:41]=[CH:40][C:39]([CH2:42]Br)=[C:38]([Cl:44])[CH:37]=1.C([O-])(O)=O.[Na+].